From a dataset of Full USPTO retrosynthesis dataset with 1.9M reactions from patents (1976-2016). Predict the reactants needed to synthesize the given product. (1) Given the product [Cl:22][C:23]1[N:24]=[CH:25][NH:26][C:27]=1[C:28]([NH:1][CH2:2][C:3]1[CH:8]=[CH:7][C:6]([Cl:9])=[C:5]([O:10][C:11]2[CH:18]=[C:17]([CH2:19][CH3:20])[CH:16]=[C:13]([C:14]#[N:15])[CH:12]=2)[C:4]=1[F:21])=[O:29], predict the reactants needed to synthesize it. The reactants are: [NH2:1][CH2:2][C:3]1[C:4]([F:21])=[C:5]([O:10][C:11]2[CH:12]=[C:13]([CH:16]=[C:17]([CH2:19][CH3:20])[CH:18]=2)[C:14]#[N:15])[C:6]([Cl:9])=[CH:7][CH:8]=1.[Cl:22][C:23]1[N:24]=[CH:25][N:26](COCC[Si](C)(C)C)[C:27]=1[C:28](O)=[O:29].CCN(C(C)C)C(C)C.CN(C(ON1N=NC2C=CC=NC1=2)=[N+](C)C)C.F[P-](F)(F)(F)(F)F. (2) Given the product [C:1]([O:5][C:6]([N:8]([C:16]1[C:21]([C:22]2[O:26][N:25]=[C:24]([C:27]3[CH:28]=[CH:29][C:30]([CH3:33])=[CH:31][CH:32]=3)[CH:23]=2)=[CH:20][C:19]([C:44]2[CH:49]=[CH:48][C:47]([S:50]([CH:53]([CH3:55])[CH3:54])(=[O:51])=[O:52])=[CH:46][N:45]=2)=[CH:18][N:17]=1)[C:9](=[O:15])[O:10][C:11]([CH3:13])([CH3:12])[CH3:14])=[O:7])([CH3:3])([CH3:2])[CH3:4], predict the reactants needed to synthesize it. The reactants are: [C:1]([O:5][C:6]([N:8]([C:16]1[C:21]([C:22]2[O:26][N:25]=[C:24]([C:27]3[CH:32]=[CH:31][C:30]([CH3:33])=[CH:29][CH:28]=3)[CH:23]=2)=[CH:20][C:19](B2OC(C)(C)C(C)(C)O2)=[CH:18][N:17]=1)[C:9](=[O:15])[O:10][C:11]([CH3:14])([CH3:13])[CH3:12])=[O:7])([CH3:4])([CH3:3])[CH3:2].Br[C:44]1[CH:49]=[CH:48][C:47]([S:50]([CH:53]([CH3:55])[CH3:54])(=[O:52])=[O:51])=[CH:46][N:45]=1.C([O-])([O-])=O.[Na+].[Na+]. (3) Given the product [Br:17][CH:18]=[C:19]1[CH2:24][CH2:23][N:22]([C:8]([NH:7][C:3]2[CH:2]=[N:1][CH:6]=[CH:5][CH:4]=2)=[O:16])[CH2:21][CH2:20]1, predict the reactants needed to synthesize it. The reactants are: [N:1]1[CH:6]=[CH:5][CH:4]=[C:3]([NH:7][C:8](=[O:16])OC2C=CC=CC=2)[CH:2]=1.[Br:17][CH:18]=[C:19]1[CH2:24][CH2:23][NH:22][CH2:21][CH2:20]1.C(N(CC)CC)C. (4) Given the product [N:15]1([CH2:2][C:3]2[N:4]=[N:5][C:6]([C:9]3[CH:14]=[CH:13][CH:12]=[CH:11][CH:10]=3)=[CH:7][CH:8]=2)[CH:19]=[CH:18][N:17]=[CH:16]1, predict the reactants needed to synthesize it. The reactants are: Br[CH2:2][C:3]1[N:4]=[N:5][C:6]([C:9]2[CH:14]=[CH:13][CH:12]=[CH:11][CH:10]=2)=[CH:7][CH:8]=1.[NH:15]1[CH:19]=[CH:18][N:17]=[CH:16]1.C([O-])([O-])=O.[K+].[K+]. (5) The reactants are: C([O:3][C:4](=[O:41])[CH2:5][CH2:6][CH2:7][O:8][C:9]1[CH:14]=[CH:13][CH:12]=[C:11]([CH2:15][CH2:16][CH2:17][CH2:18][CH2:19][CH2:20][O:21][C:22]2[CH:27]=[C:26]([C:28](=[O:32])[N:29]([CH3:31])[CH3:30])[CH:25]=[C:24](Br)[CH:23]=2)[C:10]=1[CH2:34][CH2:35][C:36]([O:38]CC)=[O:37])C.[O:42]1[C:46]2[CH:47]=[CH:48][C:49](B(O)O)=[CH:50][C:45]=2[CH2:44][CH2:43]1. Given the product [C:36]([CH2:35][CH2:34][C:10]1[C:11]([CH2:15][CH2:16][CH2:17][CH2:18][CH2:19][CH2:20][O:21][C:22]2[CH:27]=[C:26]([C:28](=[O:32])[N:29]([CH3:30])[CH3:31])[CH:25]=[C:24]([C:49]3[CH:48]=[CH:47][C:46]4[O:42][CH2:43][CH2:44][C:45]=4[CH:50]=3)[CH:23]=2)=[CH:12][CH:13]=[CH:14][C:9]=1[O:8][CH2:7][CH2:6][CH2:5][C:4]([OH:41])=[O:3])([OH:38])=[O:37], predict the reactants needed to synthesize it. (6) Given the product [NH2:3][C:12]1[CH:16]=[C:15]([CH:17]2[CH2:22][CH2:21][N:20]([C:23]([O:25][C:26]([CH3:28])([CH3:27])[CH3:29])=[O:24])[CH2:19][CH2:18]2)[N:14]([CH:30]([CH3:32])[CH3:31])[N:13]=1, predict the reactants needed to synthesize it. The reactants are: O=C1C2C(=CC=CC=2)C(=O)[N:3]1[C:12]1[CH:16]=[C:15]([CH:17]2[CH2:22][CH2:21][N:20]([C:23]([O:25][C:26]([CH3:29])([CH3:28])[CH3:27])=[O:24])[CH2:19][CH2:18]2)[N:14]([CH:30]([CH3:32])[CH3:31])[N:13]=1.O.NN. (7) Given the product [Cl:1][C:2]1[CH:3]=[CH:4][C:5]([NH:8][C:9]([CH:11]2[CH2:16][C:15]([O:17][CH3:18])([O:19][CH3:20])[CH2:14][N:13]([C:29](=[O:30])[C:28]3[CH:32]=[CH:33][CH:34]=[C:26]([C:22]4[O:21][CH:25]=[CH:24][CH:23]=4)[CH:27]=3)[CH2:12]2)=[O:10])=[CH:6][CH:7]=1, predict the reactants needed to synthesize it. The reactants are: [Cl:1][C:2]1[CH:7]=[CH:6][C:5]([NH:8][C:9]([CH:11]2[CH2:16][C:15]([O:19][CH3:20])([O:17][CH3:18])[CH2:14][NH:13][CH2:12]2)=[O:10])=[CH:4][CH:3]=1.[O:21]1[CH:25]=[CH:24][CH:23]=[C:22]1[C:26]1[CH:27]=[C:28]([CH:32]=[CH:33][CH:34]=1)[C:29](O)=[O:30].C(N(CC)C(C)C)(C)C.Cl.C(N=C=NCCCN(C)C)C. (8) Given the product [CH3:25][O:24][C:3]1[CH:4]=[C:5]([NH:8][C:9](=[O:23])[C@H:10]([NH:15][C:16](=[O:22])[O:17][C:18]([CH3:21])([CH3:20])[CH3:19])[CH2:11][CH:12]([CH3:14])[CH3:13])[CH:6]=[CH:7][C:2]=1[C:29]1[CH:30]=[CH:31][N:26]=[CH:27][CH:28]=1, predict the reactants needed to synthesize it. The reactants are: Br[C:2]1[CH:7]=[CH:6][C:5]([NH:8][C:9](=[O:23])[C@H:10]([NH:15][C:16](=[O:22])[O:17][C:18]([CH3:21])([CH3:20])[CH3:19])[CH2:11][CH:12]([CH3:14])[CH3:13])=[CH:4][C:3]=1[O:24][CH3:25].[N:26]1[CH:31]=[CH:30][C:29](B(O)O)=[CH:28][CH:27]=1.C([O-])([O-])=O.[Na+].[Na+].C(O)C. (9) Given the product [CH3:40][C:41]([CH3:61])([CH3:60])[C@H:42]([N:46]1[CH2:50][CH2:49][N:48]([CH2:51][C:52]2[CH:57]=[CH:56][CH:55]=[C:54]([CH3:58])[CH:53]=2)[C:47]1=[O:59])[C:43]([NH:1][C@@H:2]([CH2:33][C:34]1[CH:35]=[CH:36][CH:37]=[CH:38][CH:39]=1)[C@@H:3]([OH:32])[CH2:4][C@@H:5]([NH:19][C:20]([C@@H:22]([NH:27][C:28](=[O:31])[O:29][CH3:30])[C:23]([CH3:26])([CH3:25])[CH3:24])=[O:21])[CH2:6][C:7]1[CH:12]=[CH:11][C:10]([C:13]2[CH:18]=[CH:17][CH:16]=[CH:15][N:14]=2)=[CH:9][CH:8]=1)=[O:44], predict the reactants needed to synthesize it. The reactants are: [NH2:1][C@@H:2]([CH2:33][C:34]1[CH:39]=[CH:38][CH:37]=[CH:36][CH:35]=1)[C@@H:3]([OH:32])[CH2:4][C@@H:5]([NH:19][C:20]([C@@H:22]([NH:27][C:28](=[O:31])[O:29][CH3:30])[C:23]([CH3:26])([CH3:25])[CH3:24])=[O:21])[CH2:6][C:7]1[CH:12]=[CH:11][C:10]([C:13]2[CH:18]=[CH:17][CH:16]=[CH:15][N:14]=2)=[CH:9][CH:8]=1.[CH3:40][C:41]([CH3:61])([CH3:60])[C@H:42]([N:46]1[CH2:50][CH2:49][N:48]([CH2:51][C:52]2[CH:57]=[CH:56][CH:55]=[C:54]([CH3:58])[CH:53]=2)[C:47]1=[O:59])[C:43](O)=[O:44].CCOP(ON1N=NC2C=CC=CC=2C1=O)(OCC)=O.C(N(CC)C(C)C)(C)C. (10) Given the product [NH2:3][CH2:12][C:13]1([CH3:31])[N:17]2[C:18](=[O:29])[C:19]([NH:22][C:23]3[CH:28]=[CH:27][N:26]=[CH:25][N:24]=3)=[CH:20][CH:21]=[C:16]2[C:15](=[O:30])[NH:14]1, predict the reactants needed to synthesize it. The reactants are: O=C1C2C(=CC=CC=2)C(=O)[N:3]1[CH2:12][C:13]1([CH3:31])[N:17]2[C:18](=[O:29])[C:19]([NH:22][C:23]3[CH:28]=[CH:27][N:26]=[CH:25][N:24]=3)=[CH:20][CH:21]=[C:16]2[C:15](=[O:30])[NH:14]1.